This data is from NCI-60 drug combinations with 297,098 pairs across 59 cell lines. The task is: Regression. Given two drug SMILES strings and cell line genomic features, predict the synergy score measuring deviation from expected non-interaction effect. (1) Drug 1: CCCS(=O)(=O)NC1=C(C(=C(C=C1)F)C(=O)C2=CNC3=C2C=C(C=N3)C4=CC=C(C=C4)Cl)F. Drug 2: CN(CC1=CN=C2C(=N1)C(=NC(=N2)N)N)C3=CC=C(C=C3)C(=O)NC(CCC(=O)O)C(=O)O. Cell line: HCC-2998. Synergy scores: CSS=22.8, Synergy_ZIP=10.5, Synergy_Bliss=10.5, Synergy_Loewe=-22.3, Synergy_HSA=1.08. (2) Cell line: HCT-15. Drug 2: CC(C)CN1C=NC2=C1C3=CC=CC=C3N=C2N. Synergy scores: CSS=3.09, Synergy_ZIP=-8.39, Synergy_Bliss=-5.62, Synergy_Loewe=-20.4, Synergy_HSA=-7.02. Drug 1: C1=NC2=C(N=C(N=C2N1C3C(C(C(O3)CO)O)F)Cl)N. (3) Drug 1: CC(C)(C#N)C1=CC(=CC(=C1)CN2C=NC=N2)C(C)(C)C#N. Drug 2: C#CCC(CC1=CN=C2C(=N1)C(=NC(=N2)N)N)C3=CC=C(C=C3)C(=O)NC(CCC(=O)O)C(=O)O. Cell line: HOP-62. Synergy scores: CSS=11.7, Synergy_ZIP=-4.64, Synergy_Bliss=3.91, Synergy_Loewe=2.26, Synergy_HSA=2.58. (4) Drug 1: CC1C(C(CC(O1)OC2CC(OC(C2O)C)OC3=CC4=CC5=C(C(=O)C(C(C5)C(C(=O)C(C(C)O)O)OC)OC6CC(C(C(O6)C)O)OC7CC(C(C(O7)C)O)OC8CC(C(C(O8)C)O)(C)O)C(=C4C(=C3C)O)O)O)O. Drug 2: C1C(C(OC1N2C=NC(=NC2=O)N)CO)O. Cell line: MDA-MB-435. Synergy scores: CSS=3.01, Synergy_ZIP=1.00, Synergy_Bliss=-2.43, Synergy_Loewe=-23.7, Synergy_HSA=-3.82. (5) Drug 1: CC1C(C(CC(O1)OC2CC(CC3=C2C(=C4C(=C3O)C(=O)C5=C(C4=O)C(=CC=C5)OC)O)(C(=O)CO)O)N)O.Cl. Drug 2: B(C(CC(C)C)NC(=O)C(CC1=CC=CC=C1)NC(=O)C2=NC=CN=C2)(O)O. Cell line: OVCAR-5. Synergy scores: CSS=17.1, Synergy_ZIP=0.175, Synergy_Bliss=-0.787, Synergy_Loewe=-19.6, Synergy_HSA=-1.13.